Dataset: Reaction yield outcomes from USPTO patents with 853,638 reactions. Task: Predict the reaction yield, written as a fraction of the theoretical maximum amount of product (1.0 means a 100% yield; for example, 0.34 means a 34% yield). (1) The reactants are CC1(C)C(C)(C)OB([C:9]2[CH:14]=[CH:13][C:12]([CH:15]=[CH:16][C:17]([O:19][CH2:20][CH3:21])=[O:18])=[CH:11][CH:10]=2)O1.Br[C:24]1[N:29]=[C:28]([N:30]([CH3:38])C(=O)OC(C)(C)C)[CH:27]=[CH:26][CH:25]=1.[OH2:39].CN(C)[CH:42]=[O:43]. The catalyst is P([O-])([O-])([O-])=O.[K+].[K+].[K+].C1C=CC([P]([Pd]([P](C2C=CC=CC=2)(C2C=CC=CC=2)C2C=CC=CC=2)([P](C2C=CC=CC=2)(C2C=CC=CC=2)C2C=CC=CC=2)[P](C2C=CC=CC=2)(C2C=CC=CC=2)C2C=CC=CC=2)(C2C=CC=CC=2)C2C=CC=CC=2)=CC=1. The product is [C:12]([O:39][C:42]([CH2:38][NH:30][C:28]1[N:29]=[C:24]([C:9]2[CH:10]=[CH:11][C:12]([CH:15]=[CH:16][C:17]([O:19][CH2:20][CH3:21])=[O:18])=[CH:13][CH:14]=2)[CH:25]=[CH:26][CH:27]=1)=[O:43])([CH3:15])([CH3:13])[CH3:11]. The yield is 0.640. (2) The reactants are [NH2:1][C:2]1[CH:16]=[CH:15][CH:14]=[CH:13][C:3]=1[C:4]([NH:6][C:7]1[CH:12]=[CH:11][CH:10]=[CH:9][N:8]=1)=[O:5].[CH2:17](OC(OCC)(OCC)C)[CH3:18]. The catalyst is O. The product is [CH3:17][C:18]1[N:6]([C:7]2[CH:12]=[CH:11][CH:10]=[CH:9][N:8]=2)[C:4](=[O:5])[C:3]2[C:2](=[CH:16][CH:15]=[CH:14][CH:13]=2)[N:1]=1. The yield is 0.750. (3) The product is [C:1]([O:5][C:6](=[O:13])[NH:7][C@H:8]([C:10]1[N:35]([C:36]2[CH:41]=[CH:40][CH:39]=[CH:38][N:37]=2)[C:28]2[C:27]([Br:26])=[C:32]([F:33])[CH:31]=[CH:30][C:29]=2[N:11]=1)[CH3:9])([CH3:4])([CH3:3])[CH3:2]. The catalyst is C(Cl)Cl. The yield is 0.560. The reactants are [C:1]([O:5][C:6](=[O:13])[NH:7][C@H:8]([C:10](=O)[NH2:11])[CH3:9])([CH3:4])([CH3:3])[CH3:2].F[B-](F)(F)F.C([O+](CC)CC)C.[Br:26][C:27]1[C:32]([F:33])=[CH:31][CH:30]=[C:29](N)[C:28]=1[NH:35][C:36]1[CH:41]=[CH:40][CH:39]=[CH:38][N:37]=1. (4) The reactants are [Cl:1][C:2]1[N:7]=[C:6]([NH:8][CH2:9][C:10]2[CH:11]=[C:12]3[C:17](=[CH:18][CH:19]=2)[N:16]=[CH:15][CH:14]=[CH:13]3)[C:5]([NH2:20])=[CH:4][CH:3]=1.[C:21](=O)(O)[O-].[Na+]. The catalyst is C(O)=O. The product is [Cl:1][C:2]1[N:7]=[C:6]2[N:8]([CH2:9][C:10]3[CH:11]=[C:12]4[C:17](=[CH:18][CH:19]=3)[N:16]=[CH:15][CH:14]=[CH:13]4)[CH:21]=[N:20][C:5]2=[CH:4][CH:3]=1. The yield is 0.970. (5) The reactants are [Si]([O:8][CH2:9][C:10]#[C:11][C:12]1[N:13]=[CH:14][C:15]([NH:18][C:19]2[N:24]=[CH:23][N:22]=[C:21]([NH:25][CH2:26][CH:27]3[CH2:32][CH2:31][N:30](C(OC(C)(C)C)=O)[CH2:29][CH2:28]3)[CH:20]=2)=[N:16][CH:17]=1)(C(C)(C)C)(C)C. The catalyst is [F-].C([N+](CCCC)(CCCC)CCCC)CCC. The product is [NH:30]1[CH2:31][CH2:32][CH:27]([CH2:26][NH:25][C:21]2[N:22]=[CH:23][N:24]=[C:19]([NH:18][C:15]3[N:16]=[CH:17][C:12]([C:11]#[C:10][CH2:9][OH:8])=[N:13][CH:14]=3)[CH:20]=2)[CH2:28][CH2:29]1. The yield is 0.0750. (6) The reactants are [CH:1]1([C@:4]([OH:24])([CH3:23])[CH2:5][NH:6][C:7]([C:9]2[CH:14]=[N:13][C:12](Br)=[C:11]([C:16]3[CH:21]=[CH:20][C:19]([Cl:22])=[CH:18][CH:17]=3)[N:10]=2)=[O:8])[CH2:3][CH2:2]1.C(=O)([O-])[O-].[Cs+].[Cs+].C(OCC)(=O)C.[F:37][C:38]([F:42])([F:41])[CH2:39][OH:40]. No catalyst specified. The product is [CH:1]1([C@:4]([OH:24])([CH3:23])[CH2:5][NH:6][C:7]([C:9]2[CH:14]=[N:13][C:12]([O:40][CH2:39][C:38]([F:42])([F:41])[F:37])=[C:11]([C:16]3[CH:21]=[CH:20][C:19]([Cl:22])=[CH:18][CH:17]=3)[N:10]=2)=[O:8])[CH2:3][CH2:2]1. The yield is 0.980. (7) The reactants are [C:1](/[CH:4]=[CH:5]/[C:6]1[C:11]2[CH2:12][C:13]3([O:18][C:10]=2[C:9]([O:19][CH3:20])=[CH:8][CH:7]=1)[CH2:17][CH2:16][CH2:15][CH2:14]3)([OH:3])=O.C(Cl)Cl.C1(N=C=NC2CCCCC2)CCCCC1.[NH2:39][C:40]1[CH:45]=[CH:44][N:43]=[CH:42][CH:41]=1. The catalyst is O.O1CCOCC1. The product is [CH3:20][O:19][C:9]1[C:10]2[O:18][C:13]3([CH2:17][CH2:16][CH2:15][CH2:14]3)[CH2:12][C:11]=2[C:6](/[CH:5]=[CH:4]/[C:1]([NH:39][C:40]2[CH:45]=[CH:44][N:43]=[CH:42][CH:41]=2)=[O:3])=[CH:7][CH:8]=1. The yield is 0.645. (8) The reactants are [CH3:1][O:2][C:3]1[CH:11]=[CH:10][C:6]([C:7](Cl)=[O:8])=[CH:5][CH:4]=1.[NH2:12][C:13]1[N:17](C(OC(C)(C)C)=O)[N:16]=[C:15]([O:25][CH2:26][C:27]2[CH:32]=[C:31]([O:33][CH3:34])[CH:30]=[C:29]([O:35][CH3:36])[CH:28]=2)[CH:14]=1. The catalyst is C1COCC1. The product is [CH3:34][O:33][C:31]1[CH:32]=[C:27]([CH2:26][O:25][C:15]2[CH:14]=[C:13]([NH:12][C:7](=[O:8])[C:6]3[CH:10]=[CH:11][C:3]([O:2][CH3:1])=[CH:4][CH:5]=3)[NH:17][N:16]=2)[CH:28]=[C:29]([O:35][CH3:36])[CH:30]=1. The yield is 0.200.